Dataset: Reaction yield outcomes from USPTO patents with 853,638 reactions. Task: Predict the reaction yield, written as a fraction of the theoretical maximum amount of product (1.0 means a 100% yield; for example, 0.34 means a 34% yield). (1) The product is [ClH:33].[F:31][C:29]([F:30])([F:32])[O:28][C:25]1[CH:26]=[CH:27][C:22]([O:21][C:18]2[CH:19]=[CH:20][C:15]([O:14][CH2:13][C@H:9]3[CH2:10][CH2:11][CH2:12][NH:8]3)=[CH:16][CH:17]=2)=[CH:23][CH:24]=1. The yield is 0.610. The catalyst is O1CCOCC1. The reactants are C(OC([N:8]1[CH2:12][CH2:11][CH2:10][C@@H:9]1[CH2:13][O:14][C:15]1[CH:20]=[CH:19][C:18]([O:21][C:22]2[CH:27]=[CH:26][C:25]([O:28][C:29]([F:32])([F:31])[F:30])=[CH:24][CH:23]=2)=[CH:17][CH:16]=1)=O)(C)(C)C.[ClH:33]. (2) The reactants are [CH2:1]([O:8][C:9]1[CH:14]=[CH:13][C:12]([C:15]2[C:23]3[C:22](Cl)=[N:21][CH:20]=[N:19][C:18]=3[N:17]([CH:25]3[CH2:34][CH2:33][C:28]4([O:32][CH2:31][CH2:30][O:29]4)[CH2:27][CH2:26]3)[CH:16]=2)=[CH:11][CH:10]=1)[C:2]1[CH:7]=[CH:6][CH:5]=[CH:4][CH:3]=1.[OH-].[NH4+:36].C(OCC)(=O)C.[Cl-].[Na+]. The catalyst is O1CCOCC1. The product is [CH2:1]([O:8][C:9]1[CH:14]=[CH:13][C:12]([C:15]2[C:23]3[C:22]([NH2:36])=[N:21][CH:20]=[N:19][C:18]=3[N:17]([CH:25]3[CH2:34][CH2:33][C:28]4([O:32][CH2:31][CH2:30][O:29]4)[CH2:27][CH2:26]3)[CH:16]=2)=[CH:11][CH:10]=1)[C:2]1[CH:7]=[CH:6][CH:5]=[CH:4][CH:3]=1. The yield is 0.810.